Dataset: Catalyst prediction with 721,799 reactions and 888 catalyst types from USPTO. Task: Predict which catalyst facilitates the given reaction. (1) Reactant: Cl[C:2]1[C:3]2[CH:10]=[C:9]([CH2:11][CH3:12])[S:8][C:4]=2[N:5]=[CH:6][N:7]=1.[NH2:13][CH2:14][C:15]1[C:16]([CH3:30])=[CH:17][C:18]([NH:22]C(=O)OC(C)(C)C)=[N:19][C:20]=1[CH3:21].CC(OC)(C)C. Product: [NH2:22][C:18]1[N:19]=[C:20]([CH3:21])[C:15]([CH2:14][NH:13][C:2]2[C:3]3[CH:10]=[C:9]([CH2:11][CH3:12])[S:8][C:4]=3[N:5]=[CH:6][N:7]=2)=[C:16]([CH3:30])[CH:17]=1. The catalyst class is: 12. (2) Reactant: [NH:1]1[CH:5]=[C:4]([C:6]2[CH:7]=[N:8][CH:9]=[CH:10][C:11]=2[O:12][C:13]2[C:18]([F:19])=[CH:17][C:16]([NH:20][C:21]([C:23]3[C:24](=[O:39])[N:25]([C:32]4[CH:37]=[CH:36][C:35]([F:38])=[CH:34][CH:33]=4)[CH:26]=[CH:27][C:28]=3[O:29][CH2:30][CH3:31])=[O:22])=[C:15]([F:40])[CH:14]=2)[CH:3]=[N:2]1.[ClH:41]. Product: [ClH:41].[NH:1]1[CH:5]=[C:4]([C:6]2[CH:7]=[N:8][CH:9]=[CH:10][C:11]=2[O:12][C:13]2[C:18]([F:19])=[CH:17][C:16]([NH:20][C:21]([C:23]3[C:24](=[O:39])[N:25]([C:32]4[CH:37]=[CH:36][C:35]([F:38])=[CH:34][CH:33]=4)[CH:26]=[CH:27][C:28]=3[O:29][CH2:30][CH3:31])=[O:22])=[C:15]([F:40])[CH:14]=2)[CH:3]=[N:2]1. The catalyst class is: 47. (3) Reactant: [NH2:1][C:2]1[CH:7]=[CH:6][C:5]([Cl:8])=[CH:4][C:3]=1[C:9](=O)[C:10]([F:13])([F:12])[F:11].[C:15]([C:17]1[CH:18]=[N:19][CH:20]=[CH:21][CH:22]=1)#[N:16]. Product: [Cl:8][C:5]1[CH:4]=[C:3]2[C:2](=[CH:7][CH:6]=1)[N:1]=[C:15]([C:17]1[CH:18]=[N:19][CH:20]=[CH:21][CH:22]=1)[N:16]=[C:9]2[C:10]([F:13])([F:12])[F:11]. The catalyst class is: 89. (4) Reactant: N[C:2]1[CH:10]=[C:9]([F:11])[CH:8]=[CH:7][C:3]=1[C:4]([OH:6])=[O:5].[OH-].[Na+].N([O-])=O.[Na+].Cl.C(OC([S-])=[S:23])C.[K+]. Product: [F:11][C:9]1[CH:8]=[CH:7][C:3]([C:4]([OH:6])=[O:5])=[C:2]([SH:23])[CH:10]=1. The catalyst class is: 6. (5) Product: [Cl:5][C:4]1[CH:6]([CH:16]2[NH:10][C:11](=[O:12])[NH:13][C:14]2=[O:15])[O:9][C:1](=[O:8])[C:2]=1[Cl:3]. Reactant: [C:1]([OH:9])(=[O:8])/[C:2](=[C:4](\[CH:6]=O)/[Cl:5])/[Cl:3].[NH:10]1[CH2:16][C:14](=[O:15])[NH:13][C:11]1=[O:12].[OH-].[Na+].Cl. The catalyst class is: 26. (6) Reactant: [C:1]([O:5][C:6](=[O:24])[NH:7][C:8]1[CH:13]=[CH:12][C:11]([C:14]2[CH:19]=[CH:18][CH:17]=[C:16]([F:20])[CH:15]=2)=[CH:10][C:9]=1[N+:21]([O-])=O)([CH3:4])([CH3:3])[CH3:2]. Product: [C:1]([O:5][C:6](=[O:24])[NH:7][C:8]1[CH:13]=[CH:12][C:11]([C:14]2[CH:19]=[CH:18][CH:17]=[C:16]([F:20])[CH:15]=2)=[CH:10][C:9]=1[NH2:21])([CH3:4])([CH3:2])[CH3:3]. The catalyst class is: 45. (7) Reactant: C([Li])(C)(C)C.[Cl:6][C:7]1[CH:12]=[CH:11][CH:10]=[C:9]([O:13][CH3:14])[N:8]=1.CN(C)[CH:17]=[O:18].C(=O)(O)[O-].[Na+]. Product: [Cl:6][C:7]1[N:8]=[C:9]([O:13][CH3:14])[C:10]([CH:17]=[O:18])=[CH:11][CH:12]=1. The catalyst class is: 506.